From a dataset of Full USPTO retrosynthesis dataset with 1.9M reactions from patents (1976-2016). Predict the reactants needed to synthesize the given product. Given the product [NH2:11][CH2:10][CH2:9][C:6]1[CH:7]=[CH:8][C:3]([CH2:2][OH:1])=[CH:4][CH:5]=1, predict the reactants needed to synthesize it. The reactants are: [OH:1][CH2:2][C:3]1[CH:8]=[CH:7][C:6]([CH2:9][C:10]#[N:11])=[CH:5][CH:4]=1.